From a dataset of Forward reaction prediction with 1.9M reactions from USPTO patents (1976-2016). Predict the product of the given reaction. Given the reactants [NH2:1][CH:2]1[CH2:6][CH2:5][N:4]([CH2:7][CH:8]([OH:16])[CH2:9][C:10]2[CH:15]=[CH:14][CH:13]=[CH:12][CH:11]=2)[CH2:3]1.CCN(C(C)C)C(C)C.Cl[C:27]1[N:32]=[CH:31][N:30]=[C:29]2[N:33](C3CCCCO3)[N:34]=[CH:35][C:28]=12, predict the reaction product. The product is: [C:10]1([CH2:9][CH:8]([OH:16])[CH2:7][N:4]2[CH2:5][CH2:6][CH:2]([NH:1][C:27]3[N:32]=[CH:31][N:30]=[C:29]4[NH:33][N:34]=[CH:35][C:28]=34)[CH2:3]2)[CH:15]=[CH:14][CH:13]=[CH:12][CH:11]=1.